From a dataset of Reaction yield outcomes from USPTO patents with 853,638 reactions. Predict the reaction yield, written as a fraction of the theoretical maximum amount of product (1.0 means a 100% yield; for example, 0.34 means a 34% yield). The reactants are Br[CH2:2][CH2:3][O:4][C:5]1[CH:10]=[CH:9][C:8]([OH:11])=[CH:7][CH:6]=1.[CH3:12][NH:13][CH2:14][C:15]1[CH:20]=[CH:19][CH:18]=[CH:17][CH:16]=1.C(N(C(C)C)CC)(C)C. The catalyst is C(#N)C. The product is [CH2:14]([N:13]([CH3:12])[CH2:2][CH2:3][O:4][C:5]1[CH:10]=[CH:9][C:8]([OH:11])=[CH:7][CH:6]=1)[C:15]1[CH:20]=[CH:19][CH:18]=[CH:17][CH:16]=1. The yield is 0.670.